This data is from Catalyst prediction with 721,799 reactions and 888 catalyst types from USPTO. The task is: Predict which catalyst facilitates the given reaction. (1) The catalyst class is: 1. Reactant: [O:1]=[C:2]1[N:7]2[CH2:8][C@@H:9]([C:12]([O:14][CH3:15])=[O:13])[CH2:10][CH2:11][C@H:6]2[CH2:5][CH2:4][NH:3]1.[H-].[Na+].[CH3:18]I. Product: [CH3:18][N:3]1[CH2:4][CH2:5][C@@H:6]2[CH2:11][CH2:10][C@H:9]([C:12]([O:14][CH3:15])=[O:13])[CH2:8][N:7]2[C:2]1=[O:1]. (2) Reactant: [C:1]([C:3]1[CH:4]=[C:5]2[C:9](=[CH:10][CH:11]=1)[CH2:8][N:7]([C:12]([NH:14][C:15]1[CH:20]=[CH:19][C:18]([C:21](=[O:26])[NH:22][CH2:23][CH2:24][CH3:25])=[CH:17][CH:16]=1)=[O:13])[CH2:6]2)#[N:2].N.CO.O1CCCC1.CO. Product: [NH2:2][CH2:1][C:3]1[CH:4]=[C:5]2[C:9](=[CH:10][CH:11]=1)[CH2:8][N:7]([C:12]([NH:14][C:15]1[CH:20]=[CH:19][C:18]([C:21](=[O:26])[NH:22][CH2:23][CH2:24][CH3:25])=[CH:17][CH:16]=1)=[O:13])[CH2:6]2. The catalyst class is: 769. (3) Reactant: [F:1][C:2]([F:6])([F:5])[CH2:3][NH2:4].[NH2:7][C:8]1[N:13]=[C:12]([N:14]([CH3:21])[C:15]2[CH:20]=[CH:19][CH:18]=[CH:17][CH:16]=2)[N:11]=[C:10]([C:22]2[N:26]=[C:25]([C:27]3[CH:28]=[CH:29][C:30]([C:33](OC)=[O:34])=[N:31][CH:32]=3)[O:24][N:23]=2)[N:9]=1. Product: [NH2:7][C:8]1[N:13]=[C:12]([N:14]([CH3:21])[C:15]2[CH:16]=[CH:17][CH:18]=[CH:19][CH:20]=2)[N:11]=[C:10]([C:22]2[N:26]=[C:25]([C:27]3[CH:28]=[CH:29][C:30]([C:33]([NH:4][CH2:3][C:2]([F:6])([F:5])[F:1])=[O:34])=[N:31][CH:32]=3)[O:24][N:23]=2)[N:9]=1. The catalyst class is: 11. (4) Product: [CH3:1][O:2][C:3]1[CH:4]=[C:5]([C:9]2[N:14]=[C:13]([C:15]([NH:17][C:18]3[C:27]([CH3:28])=[CH:26][C:21]([C:22]([OH:24])=[O:23])=[CH:20][C:19]=3[CH3:29])=[O:16])[C:12]([CH3:30])=[CH:11][CH:10]=2)[CH:6]=[CH:7][CH:8]=1. Reactant: [CH3:1][O:2][C:3]1[CH:4]=[C:5]([C:9]2[N:14]=[C:13]([C:15]([NH:17][C:18]3[C:27]([CH3:28])=[CH:26][C:21]([C:22]([O:24]C)=[O:23])=[CH:20][C:19]=3[CH3:29])=[O:16])[C:12]([CH3:30])=[CH:11][CH:10]=2)[CH:6]=[CH:7][CH:8]=1.[OH-].[Na+].Cl. The catalyst class is: 200. (5) Reactant: [O:1]=[C:2]1[C:7]([CH2:8][C:9]2[CH:14]=[CH:13][C:12]([C:15]3[C:16]([C:21]#[N:22])=[CH:17][CH:18]=[CH:19][CH:20]=3)=[CH:11][CH:10]=2)=[C:6]([CH2:23][CH2:24][CH3:25])[N:5]2[N:26]=[CH:27][N:28]=[C:4]2[NH:3]1.[CH3:29][C:30]1([O:33][CH2:32]1)[CH3:31].C(=O)([O-])[O-].[K+].[K+].CN(C)C(=O)C. Product: [OH:33][C:30]([CH3:32])([CH3:31])[CH2:29][N:3]1[C:2](=[O:1])[C:7]([CH2:8][C:9]2[CH:10]=[CH:11][C:12]([C:15]3[C:16]([C:21]#[N:22])=[CH:17][CH:18]=[CH:19][CH:20]=3)=[CH:13][CH:14]=2)=[C:6]([CH2:23][CH2:24][CH3:25])[N:5]2[N:26]=[CH:27][N:28]=[C:4]12. The catalyst class is: 13. (6) Reactant: [Br:1][C:2]1[C:11]2[CH2:10][CH2:9][CH2:8][CH2:7][C:6]=2[CH:5]=[C:4]([OH:12])[CH:3]=1.[C:13]([O-])([O-])=O.[K+].[K+].CI. Product: [Br:1][C:2]1[CH:3]=[C:4]([O:12][CH3:13])[CH:5]=[C:6]2[C:11]=1[CH2:10][CH2:9][CH2:8][CH2:7]2. The catalyst class is: 21. (7) Reactant: [NH2:1][C:2]1[CH:10]=[C:6]([C:7]([OH:9])=[O:8])[C:5]([OH:11])=[CH:4][CH:3]=1.C(NCC)C.Br[CH2:18][CH2:19][C:20]1[CH:25]=[CH:24][C:23]([C:26]([F:29])([F:28])[F:27])=[CH:22][CH:21]=1. Product: [OH:11][C:5]1[CH:4]=[CH:3][C:2]([NH:1][CH2:18][CH2:19][C:20]2[CH:21]=[CH:22][C:23]([C:26]([F:27])([F:28])[F:29])=[CH:24][CH:25]=2)=[CH:10][C:6]=1[C:7]([OH:9])=[O:8]. The catalyst class is: 9.